Task: Predict which catalyst facilitates the given reaction.. Dataset: Catalyst prediction with 721,799 reactions and 888 catalyst types from USPTO (1) The catalyst class is: 7. Product: [CH3:5][C:6]1[N:7]=[C:8]([C:11]([OH:13])([C:1]#[CH:2])[CH3:12])[S:9][CH:10]=1. Reactant: [C:1]([Mg]Br)#[CH:2].[CH3:5][C:6]1[N:7]=[C:8]([C:11](=[O:13])[CH3:12])[S:9][CH:10]=1. (2) Reactant: ClC[C:3]([C:5]1[C:14]2[C:9](=[CH:10][CH:11]=[CH:12][C:13]=2[Br:15])[C:8]([Br:16])=[CH:7][CH:6]=1)=[O:4].S(=O)(=O)(O)[OH:18].N([O-])=O.[Na+].C(=O)([O-])[O-].[Na+].[Na+]. Product: [Br:16][C:8]1[C:9]2[C:14](=[C:13]([Br:15])[CH:12]=[CH:11][CH:10]=2)[C:5]([C:3]([OH:4])=[O:18])=[CH:6][CH:7]=1.[Br:15][C:13]1[C:14]2[C:9](=[C:8]([Br:16])[CH:7]=[CH:6][CH:5]=2)[CH:10]=[CH:11][CH:12]=1. The catalyst class is: 6. (3) Product: [C:1]([O:5][C:6]([C:8]1([C:24](=[O:38])[NH:25][C:26]2[C:35]3[C:30](=[CH:31][CH:32]=[C:33]([O:36][CH3:37])[N:34]=3)[N:29]=[CH:28][CH:27]=2)[CH2:9][CH2:10][NH:11][CH2:12][CH2:13]1)=[O:7])([CH3:4])([CH3:3])[CH3:2]. Reactant: [C:1]([O:5][C:6]([C:8]1([C:24](=[O:38])[NH:25][C:26]2[C:35]3[C:30](=[CH:31][CH:32]=[C:33]([O:36][CH3:37])[N:34]=3)[N:29]=[CH:28][CH:27]=2)[CH2:13][CH2:12][N:11](C(OCC2C=CC=CC=2)=O)[CH2:10][CH2:9]1)=[O:7])([CH3:4])([CH3:3])[CH3:2].[H][H]. The catalyst class is: 29. (4) Reactant: [Br:1][C:2]1[CH:3]=[CH:4][C:5]([F:11])=[C:6]([CH:10]=1)[C:7](O)=[O:8].C(Cl)(=O)C([Cl:15])=O.CN(C=O)C. Product: [Br:1][C:2]1[CH:3]=[CH:4][C:5]([F:11])=[C:6]([CH:10]=1)[C:7]([Cl:15])=[O:8]. The catalyst class is: 4. (5) Reactant: C([O:5][C:6](=[O:17])[CH2:7][O:8][C:9]1[CH:14]=[CH:13][C:12]([Cl:15])=[CH:11][C:10]=1Br)(C)(C)C.[F:18][C:19]1(C#C)C=C[CH:22]=[CH:21][CH2:20]1.C(N([CH2:32][CH3:33])CC)C.[CH3:34][C:35]#N. Product: [Cl:15][C:12]1[CH:13]=[CH:14][C:9]([O:8][CH2:7][C:6]([OH:5])=[O:17])=[C:10]([C:34]#[C:35][C:33]2[CH:32]=[CH:22][CH:21]=[CH:20][C:19]=2[F:18])[CH:11]=1. The catalyst class is: 778. (6) Reactant: [Cl:1][C:2]1[CH:3]=[C:4]([S:11]([NH:14][CH3:15])(=[O:13])=[O:12])[CH:5]=[C:6]([N+:8]([O-])=O)[CH:7]=1.[Sn](Cl)Cl. Product: [NH2:8][C:6]1[CH:5]=[C:4]([S:11]([NH:14][CH3:15])(=[O:12])=[O:13])[CH:3]=[C:2]([Cl:1])[CH:7]=1. The catalyst class is: 8. (7) Reactant: [C:1]([CH2:4][CH2:5][C:6]1[C:7]([CH3:13])=[C:8]([CH:11]=O)[NH:9][CH:10]=1)([OH:3])=[O:2].[CH2:14]([O:16][C:17]1[CH:18]=[C:19]([C:23]2[CH:31]=[C:30]3[C:26]([CH2:27][C:28](=[O:32])[NH:29]3)=[CH:25][CH:24]=2)[CH:20]=[CH:21][CH:22]=1)[CH3:15]. Product: [CH2:14]([O:16][C:17]1[CH:18]=[C:19]([C:23]2[CH:31]=[C:30]3[C:26]([C:27](=[CH:11][C:8]4[NH:9][CH:10]=[C:6]([CH2:5][CH2:4][C:1]([OH:3])=[O:2])[C:7]=4[CH3:13])[C:28](=[O:32])[NH:29]3)=[CH:25][CH:24]=2)[CH:20]=[CH:21][CH:22]=1)[CH3:15]. The catalyst class is: 495. (8) Reactant: [NH2:1][C:2]1[CH:7]=[CH:6][C:5]([CH2:8][CH:9]([N:27]([CH2:32][C:33]([OH:35])=[O:34])[CH2:28][C:29]([OH:31])=[O:30])[CH2:10][N:11]([CH2:16][CH2:17][N:18]([CH2:23][C:24]([OH:26])=[O:25])[CH2:19][C:20]([OH:22])=[O:21])[CH2:12][C:13]([OH:15])=[O:14])=[CH:4][CH:3]=1.[C:36](Cl)(Cl)=[S:37].C(Cl)(Cl)Cl. Product: [C:33]([CH2:32][N:27]([CH2:28][C:29]([OH:31])=[O:30])[CH:9]([CH2:8][C:5]1[CH:6]=[CH:7][C:2]([N:1]=[C:36]=[S:37])=[CH:3][CH:4]=1)[CH2:10][N:11]([CH2:16][CH2:17][N:18]([CH2:19][C:20]([OH:22])=[O:21])[CH2:23][C:24]([OH:26])=[O:25])[CH2:12][C:13]([OH:15])=[O:14])([OH:35])=[O:34]. The catalyst class is: 6.